Dataset: Peptide-MHC class II binding affinity with 134,281 pairs from IEDB. Task: Regression. Given a peptide amino acid sequence and an MHC pseudo amino acid sequence, predict their binding affinity value. This is MHC class II binding data. (1) The peptide sequence is IYKASPTLAFPAGVC. The MHC is HLA-DQA10101-DQB10501 with pseudo-sequence HLA-DQA10101-DQB10501. The binding affinity (normalized) is 0.188. (2) The peptide sequence is KLIDIALSKTDSRKY. The MHC is DRB1_0101 with pseudo-sequence DRB1_0101. The binding affinity (normalized) is 0.436. (3) The peptide sequence is EKVYLAWVPAHKGIG. The MHC is DRB1_1501 with pseudo-sequence DRB1_1501. The binding affinity (normalized) is 0.719. (4) The peptide sequence is NVYLNSKGTRSSVRLQ. The MHC is H-2-IAb with pseudo-sequence H-2-IAb. The binding affinity (normalized) is 0.371. (5) The peptide sequence is HWFSRENSYSGVEGEGL. The MHC is DRB1_0401 with pseudo-sequence DRB1_0401. The binding affinity (normalized) is 0.750.